From a dataset of Full USPTO retrosynthesis dataset with 1.9M reactions from patents (1976-2016). Predict the reactants needed to synthesize the given product. (1) The reactants are: Cl[C:2]1[C:11]2[C:6](=[CH:7][CH:8]=[CH:9][CH:10]=2)[N:5]=[CH:4][C:3]=1[N+:12]([O-:14])=[O:13].[Si:15]([O:22][C:23]1([CH2:29][CH2:30][CH2:31][NH2:32])[CH2:28][CH2:27][CH2:26][CH2:25][CH2:24]1)([C:18]([CH3:21])([CH3:20])[CH3:19])([CH3:17])[CH3:16].C(N(CC)CC)C. Given the product [Si:15]([O:22][C:23]1([CH2:29][CH2:30][CH2:31][NH:32][C:2]2[C:11]3[C:6](=[CH:7][CH:8]=[CH:9][CH:10]=3)[N:5]=[CH:4][C:3]=2[N+:12]([O-:14])=[O:13])[CH2:28][CH2:27][CH2:26][CH2:25][CH2:24]1)([C:18]([CH3:21])([CH3:20])[CH3:19])([CH3:17])[CH3:16], predict the reactants needed to synthesize it. (2) The reactants are: C([O-])([O-])=O.[Cs+].[Cs+].[Br:7][C:8]1[C:9]([C:15]([O:17][C:18]([CH3:21])([CH3:20])[CH3:19])=[O:16])=[N:10][C:11](Cl)=[CH:12][CH:13]=1.Cl.Cl.[S:24]1[C:28]2[CH:29]=[CH:30][CH:31]=[CH:32][C:27]=2[N:26]=[C:25]1[NH:33][C:34]([C:36]1[CH:37]=[CH:38][CH:39]=[C:40]2[C:45]=1[CH2:44][NH:43][CH2:42][CH2:41]2)=[O:35]. Given the product [S:24]1[C:28]2[CH:29]=[CH:30][CH:31]=[CH:32][C:27]=2[N:26]=[C:25]1[NH:33][C:34]([C:36]1[CH:37]=[CH:38][CH:39]=[C:40]2[C:45]=1[CH2:44][N:43]([C:11]1[N:10]=[C:9]([C:15]([O:17][C:18]([CH3:21])([CH3:20])[CH3:19])=[O:16])[C:8]([Br:7])=[CH:13][CH:12]=1)[CH2:42][CH2:41]2)=[O:35], predict the reactants needed to synthesize it. (3) Given the product [OH:9][C:8]1[CH:10]=[C:11]2[C:13]([CH2:18][CH:17]([CH2:19][C:20]([O:22][CH2:1][CH3:2])=[O:21])[C:16](=[O:24])[O:12]2)=[CH:14][CH:15]=1, predict the reactants needed to synthesize it. The reactants are: [C:1]1(C)C=CC=C[CH:2]=1.[C:8]1([CH:15]=[CH:14][CH:13]=[C:11]([OH:12])[CH:10]=1)[OH:9].[C:16]([OH:24])(=O)[C:17]([CH2:19][C:20]([OH:22])=[O:21])=[CH2:18]. (4) The reactants are: [F:1][C:2]1[CH:3]=[C:4]([S:8]([C:11]2[CH:20]=[C:19]3[C:14]([CH:15]([CH2:21][N:22]=[C:23]=O)[CH2:16][CH2:17][O:18]3)=[CH:13][CH:12]=2)(=[O:10])=[O:9])[CH:5]=[CH:6][CH:7]=1.[H-].[H-].[H-].[H-].[Li+].[Al+3]. Given the product [F:1][C:2]1[CH:3]=[C:4]([S:8]([C:11]2[CH:20]=[C:19]3[C:14]([CH:15]([CH2:21][NH:22][CH3:23])[CH2:16][CH2:17][O:18]3)=[CH:13][CH:12]=2)(=[O:10])=[O:9])[CH:5]=[CH:6][CH:7]=1, predict the reactants needed to synthesize it. (5) Given the product [C:29]([C:28]1[CH:31]=[CH:32][C:25]([N:23]2[CH:6]([CH:1]3[CH2:2][CH2:3][CH2:4][CH2:5]3)[CH:7]3[CH2:8][O:9][C:10]4[CH:11]=[C:12]([C:18]([OH:20])=[O:19])[CH:13]=[CH:14][C:15]=4[C:16]3=[N:24]2)=[CH:26][C:27]=1[C:33]([F:34])([F:35])[F:36])#[N:30], predict the reactants needed to synthesize it. The reactants are: [CH:1]1([CH:6]=[C:7]2[C:16](=O)[C:15]3[C:10](=[CH:11][C:12]([C:18]([O:20]C)=[O:19])=[CH:13][CH:14]=3)[O:9][CH2:8]2)[CH2:5][CH2:4][CH2:3][CH2:2]1.Cl.[NH:23]([C:25]1[CH:32]=[CH:31][C:28]([C:29]#[N:30])=[C:27]([C:33]([F:36])([F:35])[F:34])[CH:26]=1)[NH2:24]. (6) Given the product [F:1][C:2]([F:15])([F:14])[S:3]([O:6][C:31]1[CH:30]=[N:29][C:28]([C:26]2[N:25]([C:35]3[CH:36]=[N:37][C:38]([O:41][CH3:42])=[CH:39][CH:40]=3)[N:24]=[C:23]([C:21](=[O:22])[NH:20][C:16]([CH3:19])([CH3:18])[CH3:17])[CH:27]=2)=[CH:33][CH:32]=1)(=[O:5])=[O:4], predict the reactants needed to synthesize it. The reactants are: [F:1][C:2]([F:15])([F:14])[S:3]([O:6]S(C(F)(F)F)(=O)=O)(=[O:5])=[O:4].[C:16]([NH:20][C:21]([C:23]1[CH:27]=[C:26]([C:28]2[CH:33]=[CH:32][C:31](O)=[CH:30][N:29]=2)[N:25]([C:35]2[CH:36]=[N:37][C:38]([O:41][CH3:42])=[CH:39][CH:40]=2)[N:24]=1)=[O:22])([CH3:19])([CH3:18])[CH3:17].N1C=CC=CC=1.O. (7) Given the product [N+:1]([C:4]1[CH:9]=[CH:8][C:7]([S:10]([N:14]2[CH2:19][CH2:18][CH2:17][CH2:16][CH2:15]2)(=[O:12])=[O:11])=[CH:6][CH:5]=1)([O-:3])=[O:2], predict the reactants needed to synthesize it. The reactants are: [N+:1]([C:4]1[CH:9]=[CH:8][C:7]([S:10](Cl)(=[O:12])=[O:11])=[CH:6][CH:5]=1)([O-:3])=[O:2].[N:14]1[CH:19]=[CH:18][CH:17]=[CH:16][CH:15]=1.N1CCCCC1. (8) Given the product [N:11]1([C:9]([O:8][CH2:1][C:2]2[CH:3]=[CH:4][CH:5]=[CH:6][CH:7]=2)=[O:10])[CH2:12][CH2:13][CH:14]([C:17]([O:19][C:36]([CH3:39])([CH3:38])[CH3:37])=[O:18])[CH2:15][CH2:16]1, predict the reactants needed to synthesize it. The reactants are: [CH2:1]([O:8][C:9]([N:11]1[CH2:16][CH2:15][CH:14]([C:17]([OH:19])=[O:18])[CH2:13][CH2:12]1)=[O:10])[C:2]1[CH:7]=[CH:6][CH:5]=[CH:4][CH:3]=1.C(NC(=NC(C)C)[O-])(C)C.C(NC(=NC(C)C)O[C:36]([CH3:39])([CH3:38])[CH3:37])(C)C. (9) Given the product [F:1][C:2]1[CH:3]=[C:4]([C:10](=[N:20][OH:21])[CH2:11][C:12]2[CH:17]=[CH:16][CH:15]=[CH:14][CH:13]=2)[CH:5]=[CH:6][C:7]=1[O:8][CH3:9], predict the reactants needed to synthesize it. The reactants are: [F:1][C:2]1[CH:3]=[C:4]([C:10](=O)[CH2:11][C:12]2[CH:17]=[CH:16][CH:15]=[CH:14][CH:13]=2)[CH:5]=[CH:6][C:7]=1[O:8][CH3:9].Cl.[NH2:20][OH:21].C([O-])(=O)C.[Na+].